From a dataset of Forward reaction prediction with 1.9M reactions from USPTO patents (1976-2016). Predict the product of the given reaction. Given the reactants [O:1]([CH2:8][C@@H:9]([OH:38])[CH2:10][N:11]([CH2:19][CH2:20][CH:21]([C:30]1[CH:35]=[CH:34][C:33]([O:36]C)=[CH:32][CH:31]=1)[C:22]1[CH:27]=[CH:26][C:25]([O:28]C)=[CH:24][CH:23]=1)[CH2:12][C:13]1[CH:18]=[CH:17][CH:16]=[CH:15][CH:14]=1)[C:2]1[CH:7]=[CH:6][CH:5]=[CH:4][CH:3]=1.B(Br)(Br)Br.ClCCl, predict the reaction product. The product is: [O:1]([CH2:8][C@@H:9]([OH:38])[CH2:10][N:11]([CH2:19][CH2:20][CH:21]([C:22]1[CH:27]=[CH:26][C:25]([OH:28])=[CH:24][CH:23]=1)[C:30]1[CH:31]=[CH:32][C:33]([OH:36])=[CH:34][CH:35]=1)[CH2:12][C:13]1[CH:18]=[CH:17][CH:16]=[CH:15][CH:14]=1)[C:2]1[CH:7]=[CH:6][CH:5]=[CH:4][CH:3]=1.